This data is from Reaction yield outcomes from USPTO patents with 853,638 reactions. The task is: Predict the reaction yield, written as a fraction of the theoretical maximum amount of product (1.0 means a 100% yield; for example, 0.34 means a 34% yield). The reactants are [Cl:1][C:2]1[CH:7]=[CH:6][N:5]2[C:8](I)=[CH:9][N:10]=[C:4]2[CH:3]=1.CC1(C)C(C)(C)OB([C:20]2[CH:26]=[CH:25][C:23]([NH2:24])=[CH:22][CH:21]=2)O1.C(=O)([O-])[O-].[K+].[K+].O1CCOCC1. The catalyst is Cl[Pd](Cl)([P](C1C=CC=CC=1)(C1C=CC=CC=1)C1C=CC=CC=1)[P](C1C=CC=CC=1)(C1C=CC=CC=1)C1C=CC=CC=1.O. The product is [Cl:1][C:2]1[CH:7]=[CH:6][N:5]2[C:8]([C:20]3[CH:26]=[CH:25][C:23]([NH2:24])=[CH:22][CH:21]=3)=[CH:9][N:10]=[C:4]2[CH:3]=1. The yield is 1.00.